From a dataset of NCI-60 drug combinations with 297,098 pairs across 59 cell lines. Regression. Given two drug SMILES strings and cell line genomic features, predict the synergy score measuring deviation from expected non-interaction effect. (1) Drug 1: C1CCN(CC1)CCOC2=CC=C(C=C2)C(=O)C3=C(SC4=C3C=CC(=C4)O)C5=CC=C(C=C5)O. Drug 2: COC1=C2C(=CC3=C1OC=C3)C=CC(=O)O2. Cell line: MOLT-4. Synergy scores: CSS=0.255, Synergy_ZIP=-0.816, Synergy_Bliss=-3.32, Synergy_Loewe=-3.58, Synergy_HSA=-4.55. (2) Drug 1: CC1=C2C(C(=O)C3(C(CC4C(C3C(C(C2(C)C)(CC1OC(=O)C(C(C5=CC=CC=C5)NC(=O)OC(C)(C)C)O)O)OC(=O)C6=CC=CC=C6)(CO4)OC(=O)C)O)C)O. Drug 2: C(CCl)NC(=O)N(CCCl)N=O. Cell line: SN12C. Synergy scores: CSS=5.09, Synergy_ZIP=-1.67, Synergy_Bliss=0.483, Synergy_Loewe=-0.992, Synergy_HSA=-0.507.